This data is from Full USPTO retrosynthesis dataset with 1.9M reactions from patents (1976-2016). The task is: Predict the reactants needed to synthesize the given product. (1) Given the product [CH3:12][O:13][CH:14]=[CH:9][C:7]1[CH:6]=[CH:5][N:4]=[C:3]([S:2][CH3:1])[N:8]=1, predict the reactants needed to synthesize it. The reactants are: [CH3:1][S:2][C:3]1[N:8]=[C:7]([CH:9]=O)[CH:6]=[CH:5][N:4]=1.[Cl-].[CH3:12][O:13][CH2:14][P+](C1C=CC=CC=1)(C1C=CC=CC=1)C1C=CC=CC=1. (2) Given the product [Br:1][C:2]1[CH:3]=[C:4]([CH2:7][O:8][Si:20]([C:16]([CH3:19])([CH3:18])[CH3:17])([CH3:23])[CH3:22])[O:5][CH:6]=1, predict the reactants needed to synthesize it. The reactants are: [Br:1][C:2]1[CH:3]=[C:4]([CH:7]=[O:8])[O:5][CH:6]=1.[BH4-].[Na+].N1C=CN=C1.[C:16]([Si:20]([CH3:23])([CH3:22])Cl)([CH3:19])([CH3:18])[CH3:17].